Task: Regression. Given a peptide amino acid sequence and an MHC pseudo amino acid sequence, predict their binding affinity value. This is MHC class II binding data.. Dataset: Peptide-MHC class II binding affinity with 134,281 pairs from IEDB (1) The peptide sequence is NCVLKKSTNGLRIKS. The MHC is DRB1_0301 with pseudo-sequence DRB1_0301. The binding affinity (normalized) is 0.488. (2) The peptide sequence is ACQGVGGPSHKARVLAEA. The MHC is DRB1_0802 with pseudo-sequence DRB1_0802. The binding affinity (normalized) is 0.174. (3) The peptide sequence is NRNNTFKPFAEYKSD. The MHC is HLA-DQA10501-DQB10201 with pseudo-sequence HLA-DQA10501-DQB10201. The binding affinity (normalized) is 0.258. (4) The peptide sequence is KGLPRLIVRDACGFL. The MHC is H-2-IAd with pseudo-sequence H-2-IAd. The binding affinity (normalized) is 0.333. (5) The peptide sequence is PYVSKNPRQAYANYR. The MHC is DRB1_0901 with pseudo-sequence DRB1_0901. The binding affinity (normalized) is 0.444. (6) The peptide sequence is VHRGAVPRRGPRGGP. The MHC is DRB1_0701 with pseudo-sequence DRB1_0701. The binding affinity (normalized) is 0.235.